This data is from Catalyst prediction with 721,799 reactions and 888 catalyst types from USPTO. The task is: Predict which catalyst facilitates the given reaction. Reactant: [CH2:1]([O:3][C:4](=[O:14])[CH:5]=[C:6]1[CH2:11][CH2:10][N:9]([O:12][CH3:13])[CH2:8][CH2:7]1)[CH3:2]. Product: [CH2:1]([O:3][C:4](=[O:14])[CH2:5][CH:6]1[CH2:7][CH2:8][N:9]([O:12][CH3:13])[CH2:10][CH2:11]1)[CH3:2]. The catalyst class is: 19.